From a dataset of Full USPTO retrosynthesis dataset with 1.9M reactions from patents (1976-2016). Predict the reactants needed to synthesize the given product. (1) Given the product [OH:1][C:2]1[C:7]([I:11])=[CH:6][C:5]([N+:8]([O-:10])=[O:9])=[CH:4][N:3]=1, predict the reactants needed to synthesize it. The reactants are: [OH:1][C:2]1[CH:7]=[CH:6][C:5]([N+:8]([O-:10])=[O:9])=[CH:4][N:3]=1.[I:11]([O-])(=O)=O.[K+].[I-].[K+]. (2) Given the product [NH2:26][C:8]1[N:7]=[C:6]([O:5][CH2:1][CH2:2][CH2:3][CH3:4])[N:14]=[C:13]2[C:9]=1[NH:10][C:11](=[O:24])[N:12]2[CH2:15][CH2:16][CH2:17][CH:18]1[CH2:23][CH2:22][N:21]([CH2:28][CH2:29][CH3:30])[CH2:20][CH2:19]1, predict the reactants needed to synthesize it. The reactants are: [CH2:1]([O:5][C:6]1[N:14]=[C:13]2[C:9]([N:10]=[C:11]([O:24]C)[N:12]2[CH2:15][CH2:16][CH2:17][CH:18]2[CH2:23][CH2:22][NH:21][CH2:20][CH2:19]2)=[C:8]([NH2:26])[N:7]=1)[CH2:2][CH2:3][CH3:4].I[CH2:28][CH2:29][CH3:30]. (3) Given the product [CH:1]1(/[C:7](/[CH3:12])=[CH:8]/[C:9]2[NH:55][C:54]3[CH:53]=[CH:52][C:51]([C:56]4[CH:61]=[CH:60][CH:59]=[CH:58][C:57]=4[C:62]([F:63])([F:64])[F:65])=[CH:50][C:49]=3[N:46]=2)[CH2:6][CH2:5][CH2:4][CH2:3][CH2:2]1, predict the reactants needed to synthesize it. The reactants are: [CH:1]1([C:7]([CH3:12])=[CH:8][C:9](O)=O)[CH2:6][CH2:5][CH2:4][CH2:3][CH2:2]1.CC(C)=CC[C@H]1O[C@@]1([C@@H]1[C@]2(OC2)CC[C@@H](OC(/C=C/C=C/C=C/C=C/C(O)=O)=O)[C@H]1OC)C.[N+:46]([C:49]1[CH:50]=[C:51]([C:56]2[CH:61]=[CH:60][CH:59]=[CH:58][C:57]=2[C:62]([F:65])([F:64])[F:63])[CH:52]=[CH:53][C:54]=1[NH2:55])([O-])=O. (4) Given the product [ClH:30].[O:23]([C:19]1[CH:18]=[C:17]([CH:22]=[CH:21][CH:20]=1)[O:16][CH2:15][CH2:14][C@@H:9]1[CH2:10][CH2:11][CH2:12][CH2:13][NH:8]1)[C:24]1[CH:25]=[CH:26][CH:27]=[CH:28][CH:29]=1, predict the reactants needed to synthesize it. The reactants are: C(OC([N:8]1[CH2:13][CH2:12][CH2:11][CH2:10][C@H:9]1[CH2:14][CH2:15][O:16][C:17]1[CH:22]=[CH:21][CH:20]=[C:19]([O:23][C:24]2[CH:29]=[CH:28][CH:27]=[CH:26][CH:25]=2)[CH:18]=1)=O)(C)(C)C.[ClH:30]. (5) Given the product [N:1]([CH2:4][CH:5]1[O:10][C:9]2[C:11]([C:15]3[CH:20]=[C:19]([Cl:21])[CH:18]=[CH:17][C:16]=3[Cl:22])=[CH:12][CH:13]=[CH:14][C:8]=2[NH:7][CH2:6]1)=[N+:2]=[N-:3], predict the reactants needed to synthesize it. The reactants are: [N:1]([CH2:4][CH:5]1[O:10][C:9]2[C:11]([C:15]3[CH:20]=[C:19]([Cl:21])[CH:18]=[CH:17][C:16]=3[Cl:22])=[CH:12][CH:13]=[CH:14][C:8]=2[N:7](C(OC(C)(C)C)=O)[CH2:6]1)=[N+:2]=[N-:3].C(O)(C(F)(F)F)=O.[OH-].[Na+].O. (6) Given the product [C:23]([O:27][C:28](=[O:29])[N:15]([C:16]1[S:17][C:18]([CH:21]=[O:22])=[CH:19][N:20]=1)[C:5]1[CH:6]=[CH:7][C:8]([N:9]2[CH:13]=[C:12]([CH3:14])[N:11]=[CH:10]2)=[C:3]([O:2][CH3:1])[CH:4]=1)([CH3:26])([CH3:25])[CH3:24], predict the reactants needed to synthesize it. The reactants are: [CH3:1][O:2][C:3]1[CH:4]=[C:5]([NH:15][C:16]2[S:17][C:18]([CH:21]=[O:22])=[CH:19][N:20]=2)[CH:6]=[CH:7][C:8]=1[N:9]1[CH:13]=[C:12]([CH3:14])[N:11]=[CH:10]1.[C:23]([O:27][C:28](O[C:28]([O:27][C:23]([CH3:26])([CH3:25])[CH3:24])=[O:29])=[O:29])([CH3:26])([CH3:25])[CH3:24]. (7) Given the product [CH2:23]([O:22][C:18]1[CH:17]=[C:16]([C:13]2[CH:14]=[CH:15][C:10]([CH:8]3[N:7]([C:25]4[CH:30]=[CH:29][CH:28]=[CH:27][C:26]=4[F:31])[N:6]=[C:5]([C:3]([OH:4])=[O:2])[CH2:9]3)=[CH:11][CH:12]=2)[CH:21]=[CH:20][CH:19]=1)[CH3:24], predict the reactants needed to synthesize it. The reactants are: C[O:2][C:3]([C:5]1[CH2:9][CH:8]([C:10]2[CH:15]=[CH:14][C:13]([C:16]3[CH:21]=[CH:20][CH:19]=[C:18]([O:22][CH2:23][CH3:24])[CH:17]=3)=[CH:12][CH:11]=2)[N:7]([C:25]2[CH:30]=[CH:29][CH:28]=[CH:27][C:26]=2[F:31])[N:6]=1)=[O:4].[OH-].[K+].CO. (8) Given the product [Cl:1][C:2]1[N:3]([CH2:19][C:20]2[CH:21]=[CH:22][C:23]([C:26]3[CH:31]=[CH:30][CH:29]=[CH:28][N:27]=3)=[CH:24][CH:25]=2)[CH:4]=[C:5]2[C:10]=1[C:9](=[O:11])[N:8]([CH3:12])[C:7](=[O:13])[N:6]2[CH2:14][CH:15]([CH3:17])[CH3:16], predict the reactants needed to synthesize it. The reactants are: [Cl:1][C:2]1[NH:3][CH:4]=[C:5]2[C:10]=1[C:9](=[O:11])[N:8]([CH3:12])[C:7](=[O:13])[N:6]2[CH2:14][CH:15]([CH3:17])[CH3:16].Cl[CH2:19][C:20]1[CH:25]=[CH:24][C:23]([C:26]2[CH:31]=[CH:30][CH:29]=[CH:28][N:27]=2)=[CH:22][CH:21]=1.C(=O)([O-])[O-].[Cs+].[Cs+]. (9) Given the product [ClH:13].[CH2:1]([C:3]1[N:4]=[CH:5][NH:6][C:7]=1[C:8]([OH:10])=[O:9])[CH3:2], predict the reactants needed to synthesize it. The reactants are: [CH2:1]([C:3]1[N:4]=[CH:5][NH:6][C:7]=1[C:8]([O:10]CC)=[O:9])[CH3:2].[ClH:13].